Dataset: NCI-60 drug combinations with 297,098 pairs across 59 cell lines. Task: Regression. Given two drug SMILES strings and cell line genomic features, predict the synergy score measuring deviation from expected non-interaction effect. (1) Drug 1: C1CN1P(=S)(N2CC2)N3CC3. Drug 2: CCC1(CC2CC(C3=C(CCN(C2)C1)C4=CC=CC=C4N3)(C5=C(C=C6C(=C5)C78CCN9C7C(C=CC9)(C(C(C8N6C)(C(=O)OC)O)OC(=O)C)CC)OC)C(=O)OC)O.OS(=O)(=O)O. Cell line: UACC62. Synergy scores: CSS=16.7, Synergy_ZIP=-6.62, Synergy_Bliss=2.60, Synergy_Loewe=1.66, Synergy_HSA=1.92. (2) Synergy scores: CSS=18.8, Synergy_ZIP=-1.21, Synergy_Bliss=0.553, Synergy_Loewe=-24.1, Synergy_HSA=-2.83. Cell line: M14. Drug 1: CNC(=O)C1=CC=CC=C1SC2=CC3=C(C=C2)C(=NN3)C=CC4=CC=CC=N4. Drug 2: C1=CN(C(=O)N=C1N)C2C(C(C(O2)CO)O)O.Cl.